Dataset: Peptide-MHC class I binding affinity with 185,985 pairs from IEDB/IMGT. Task: Regression. Given a peptide amino acid sequence and an MHC pseudo amino acid sequence, predict their binding affinity value. This is MHC class I binding data. (1) The binding affinity (normalized) is 0.144. The MHC is HLA-A03:01 with pseudo-sequence HLA-A03:01. The peptide sequence is YIIRRSGCR. (2) The peptide sequence is PPYCTIAPV. The MHC is HLA-B51:01 with pseudo-sequence HLA-B51:01. The binding affinity (normalized) is 0.0555. (3) The peptide sequence is LYRPNIPLK. The MHC is HLA-B15:03 with pseudo-sequence HLA-B15:03. The binding affinity (normalized) is 0. (4) The peptide sequence is NRWKSWFSY. The MHC is HLA-A69:01 with pseudo-sequence HLA-A69:01. The binding affinity (normalized) is 0.0847.